Dataset: Reaction yield outcomes from USPTO patents with 853,638 reactions. Task: Predict the reaction yield, written as a fraction of the theoretical maximum amount of product (1.0 means a 100% yield; for example, 0.34 means a 34% yield). The reactants are [CH3:1][Mg+].[Br-].[CH2:4]([O:11][C:12]1[CH:17]=[CH:16][C:15]([N:18]2[CH:23]=[C:22]([O:24][CH3:25])[C:21](=[O:26])[C:20]([C:27](N(OC)C)=[O:28])=[N:19]2)=[C:14]([F:33])[CH:13]=1)[C:5]1[CH:10]=[CH:9][CH:8]=[CH:7][CH:6]=1. The catalyst is C1COCC1. The product is [C:27]([C:20]1[C:21](=[O:26])[C:22]([O:24][CH3:25])=[CH:23][N:18]([C:15]2[CH:16]=[CH:17][C:12]([O:11][CH2:4][C:5]3[CH:10]=[CH:9][CH:8]=[CH:7][CH:6]=3)=[CH:13][C:14]=2[F:33])[N:19]=1)(=[O:28])[CH3:1]. The yield is 0.850.